This data is from Forward reaction prediction with 1.9M reactions from USPTO patents (1976-2016). The task is: Predict the product of the given reaction. (1) The product is: [O:6]1[CH2:12][CH2:11][CH2:10][O:9][C:8]2[CH:13]=[C:14]([S:2]([Cl:1])(=[O:5])=[O:3])[CH:15]=[CH:16][C:7]1=2. Given the reactants [Cl:1][S:2]([OH:5])(=O)=[O:3].[O:6]1[CH2:12][CH2:11][CH2:10][O:9][C:8]2[CH:13]=[CH:14][CH:15]=[CH:16][C:7]1=2, predict the reaction product. (2) Given the reactants [CH2:1]([N:8]1[C:16]2[C:11](=[CH:12][CH:13]=[C:14]([OH:17])[CH:15]=2)[C:10]([C:18]([NH:20][CH2:21][C:22]2[CH:27]=[CH:26][C:25]([F:28])=[C:24]([F:29])[CH:23]=2)=[O:19])=[C:9]1[CH:30]([CH3:32])[CH3:31])[C:2]1[CH:7]=[CH:6][CH:5]=[CH:4][CH:3]=1.[C:33]([O-])([O-])=O.[K+].[K+].I[CH:40]([CH2:42][CH3:43])C, predict the reaction product. The product is: [CH2:1]([N:8]1[C:16]2[C:11](=[CH:12][CH:13]=[C:14]([O:17][CH2:33][CH:42]([CH3:40])[CH3:43])[CH:15]=2)[C:10]([C:18]([NH:20][CH2:21][C:22]2[CH:27]=[CH:26][C:25]([F:28])=[C:24]([F:29])[CH:23]=2)=[O:19])=[C:9]1[CH:30]([CH3:32])[CH3:31])[C:2]1[CH:7]=[CH:6][CH:5]=[CH:4][CH:3]=1. (3) Given the reactants [C:1]([O:5][C:6]([N:8]1[CH2:20][C@@H:19]([CH3:21])[N:18]2[C@H:10]([CH2:11][C:12]3[C:17]2=[N:16][C:15]([CH3:22])=[C:14]([OH:23])[CH:13]=3)[CH2:9]1)=[O:7])([CH3:4])([CH3:3])[CH3:2].[H-].[Na+].[CH3:26]I, predict the reaction product. The product is: [C:1]([O:5][C:6]([N:8]1[CH2:20][C@@H:19]([CH3:21])[N:18]2[C@H:10]([CH2:11][C:12]3[C:17]2=[N:16][C:15]([CH3:22])=[C:14]([O:23][CH3:26])[CH:13]=3)[CH2:9]1)=[O:7])([CH3:3])([CH3:4])[CH3:2]. (4) Given the reactants C(OC([N:11]1[CH2:14][C:13]([CH:16]2[CH2:21][CH2:20][CH2:19][CH2:18][N:17]2[C:22]([O:24][C:25]([CH3:28])([CH3:27])[CH3:26])=[O:23])([OH:15])[CH2:12]1)=O)C1C=CC=CC=1, predict the reaction product. The product is: [OH:15][C:13]1([CH:16]2[CH2:21][CH2:20][CH2:19][CH2:18][N:17]2[C:22]([O:24][C:25]([CH3:28])([CH3:27])[CH3:26])=[O:23])[CH2:12][NH:11][CH2:14]1. (5) Given the reactants [C@H:1]1([NH:10][C:11]2[CH:20]=[CH:19][C:18]3[C:17]([NH2:21])=[CH:16][CH:15]=[CH:14][C:13]=3[N:12]=2)[C:9]2[C:4](=[CH:5][CH:6]=[CH:7][CH:8]=2)[CH2:3][CH2:2]1.[CH:22]1([S:25](Cl)(=[O:27])=[O:26])[CH2:24][CH2:23]1, predict the reaction product. The product is: [C@H:1]1([NH:10][C:11]2[CH:20]=[CH:19][C:18]3[C:13](=[CH:14][CH:15]=[CH:16][C:17]=3[NH:21][S:25]([CH:22]3[CH2:24][CH2:23]3)(=[O:27])=[O:26])[N:12]=2)[C:9]2[C:4](=[CH:5][CH:6]=[CH:7][CH:8]=2)[CH2:3][CH2:2]1. (6) Given the reactants [Mg].Br[C:3]1[CH:8]=[CH:7][C:6]([C:9]2[CH:14]=[C:13]([Cl:15])[CH:12]=[CH:11][C:10]=2[CH:16]=[CH2:17])=[CH:5][CH:4]=1.[O:18]=[C:19]1[CH2:23][N:22]([C:24]([O:26][CH2:27][CH2:28][Si:29]([CH3:32])([CH3:31])[CH3:30])=[O:25])[C@H:21]([C:33]([O:35][CH3:36])=[O:34])[CH2:20]1, predict the reaction product. The product is: [Cl:15][C:13]1[CH:12]=[CH:11][C:10]([CH:16]=[CH2:17])=[C:9]([C:6]2[CH:7]=[CH:8][C:3]([C@@:19]3([OH:18])[CH2:23][N:22]([C:24]([O:26][CH2:27][CH2:28][Si:29]([CH3:32])([CH3:30])[CH3:31])=[O:25])[C@H:21]([C:33]([O:35][CH3:36])=[O:34])[CH2:20]3)=[CH:4][CH:5]=2)[CH:14]=1. (7) Given the reactants Cl[C:2]1[N:10]=[C:9]2[C:5]([N:6]=[C:7]([O:12][CH:13]3[CH2:16][N:15](C(OC(C)(C)C)=O)[CH2:14]3)[N:8]2[CH3:11])=[C:4]([N:24]2[CH2:29][CH2:28][O:27][CH2:26][CH2:25]2)[N:3]=1.[CH2:30]([C:32]1[N:36](C2N=C3C(N=C(OC4CCNCC4)N3C)=C(N3CCOCC3)N=2)[C:35]2[CH:60]=[CH:61][CH:62]=[CH:63][C:34]=2[N:33]=1)[CH3:31].F[C:65](F)(F)C(O)=O, predict the reaction product. The product is: [NH:15]1[CH2:14][CH:13]([O:12][C:7]2[N:8]([CH3:11])[C:9]3[C:5]([N:6]=2)=[C:4]([N:24]2[CH2:25][CH2:26][O:27][CH2:28][CH2:29]2)[N:3]=[C:2]([N:36]2[C:35]4[CH:60]=[CH:61][CH:62]=[CH:63][C:34]=4[N:33]=[C:32]2[CH:30]([CH3:31])[CH3:65])[N:10]=3)[CH2:16]1. (8) Given the reactants [C:1]([O:5][C:6](=[O:44])[NH:7][C:8]1([C:12]2[CH:17]=[CH:16][C:15]([C:18]3[C:27]([C:28]4[CH:33]=[CH:32][CH:31]=[CH:30][CH:29]=4)=[CH:26][C:25]4[C:20](=[CH:21][CH:22]=[N:23][C:24]=4[NH:34][NH:35][C:36]([C:38]4[N:39]=[CH:40][N:41]([CH3:43])[CH:42]=4)=O)[N:19]=3)=[CH:14][CH:13]=2)[CH2:11][CH2:10][CH2:9]1)([CH3:4])([CH3:3])[CH3:2].C(O)(=O)C.O1CCOCC1, predict the reaction product. The product is: [CH3:43][N:41]1[CH:42]=[C:38]([C:36]2[N:23]3[C:24]([C:25]4[CH:26]=[C:27]([C:28]5[CH:29]=[CH:30][CH:31]=[CH:32][CH:33]=5)[C:18]([C:15]5[CH:16]=[CH:17][C:12]([C:8]6([NH:7][C:6](=[O:44])[O:5][C:1]([CH3:4])([CH3:3])[CH3:2])[CH2:11][CH2:10][CH2:9]6)=[CH:13][CH:14]=5)=[N:19][C:20]=4[CH:21]=[CH:22]3)=[N:34][N:35]=2)[N:39]=[CH:40]1.